From a dataset of Full USPTO retrosynthesis dataset with 1.9M reactions from patents (1976-2016). Predict the reactants needed to synthesize the given product. (1) Given the product [NH2:13][C:16]1[CH:21]=[CH:20][C:19]([N:22]2[CH2:27][CH2:26][N:25]([C:4](=[O:6])[CH2:3][C@@H:2]([O:1][C:35](=[O:42])[NH2:40])[C:7]3[CH:12]=[CH:11][CH:10]=[CH:9][CH:8]=3)[CH2:24][CH2:23]2)=[CH:18][CH:17]=1, predict the reactants needed to synthesize it. The reactants are: [OH:1][C@@H:2]([C:7]1[CH:12]=[CH:11][CH:10]=[CH:9][CH:8]=1)[CH2:3][C:4]([OH:6])=O.[N+:13]([C:16]1[CH:21]=[CH:20][C:19]([N:22]2[CH2:27][CH2:26][NH:25][CH2:24][CH2:23]2)=[CH:18][CH:17]=1)([O-])=O.C(Cl)CCl.C1C=C[C:35]2[N:40](O)N=NC=2C=1.[OH-:42].[NH4+]. (2) Given the product [CH:15]([C@:18]1([C:24]([N:26]2[CH2:31][CH2:30][N:29]([C:32]3[CH:37]=[CH:36][CH:35]=[C:34]([C:38]([F:40])([F:41])[F:39])[CH:33]=3)[CH2:28][CH2:27]2)=[O:25])[CH2:22][CH2:21][C@@H:20]([NH:23][CH:49]2[CH2:48][CH2:47][O:46][CH2:45][CH:44]2[O:43][CH3:42])[CH2:19]1)([CH3:17])[CH3:16], predict the reactants needed to synthesize it. The reactants are: FC(F)(F)C(O)=O.FC(F)(F)C(O)=O.[CH:15]([C@:18]1([C:24]([N:26]2[CH2:31][CH2:30][N:29]([C:32]3[CH:37]=[CH:36][CH:35]=[C:34]([C:38]([F:41])([F:40])[F:39])[CH:33]=3)[CH2:28][CH2:27]2)=[O:25])[CH2:22][CH2:21][C@@H:20]([NH2:23])[CH2:19]1)([CH3:17])[CH3:16].[CH3:42][O:43][CH:44]1[C:49](=O)[CH2:48][CH2:47][O:46][CH2:45]1.C(N(CC)CC)C.C(O[BH-](OC(=O)C)OC(=O)C)(=O)C.[Na+]. (3) Given the product [CH3:11][O:18][CH2:15][N:6]([CH2:5][Si:2]([CH3:4])([CH3:3])[CH3:1])[CH2:7][CH2:8][CH2:9][CH3:10], predict the reactants needed to synthesize it. The reactants are: [CH3:1][Si:2]([CH2:5][NH:6][CH2:7][CH2:8][CH2:9][CH3:10])([CH3:4])[CH3:3].[CH2:11]=O.CO.[C:15]([O-:18])([O-])=O.[K+].[K+].